From a dataset of Full USPTO retrosynthesis dataset with 1.9M reactions from patents (1976-2016). Predict the reactants needed to synthesize the given product. (1) Given the product [Si:18]([O:17][CH2:16][CH2:15][N:1]1[C:5]2[CH:6]=[CH:7][CH:8]=[CH:9][C:4]=2[N:3]=[CH:2]1)([C:21]([CH3:24])([CH3:23])[CH3:22])([CH3:20])[CH3:19], predict the reactants needed to synthesize it. The reactants are: [NH:1]1[C:5]2[CH:6]=[CH:7][CH:8]=[CH:9][C:4]=2[N:3]=[CH:2]1.[H-].[Na+].[I-].[K+].Br[CH2:15][CH2:16][O:17][Si:18]([C:21]([CH3:24])([CH3:23])[CH3:22])([CH3:20])[CH3:19]. (2) Given the product [OH:27][CH:26]([CH2:28][OH:33])[CH2:25][NH:4][C:5]1[C:14]2[C:9](=[CH:10][C:11]([O:15][CH3:16])=[CH:12][CH:13]=2)[C:8]([C:17]2[CH:22]=[CH:21][CH:20]=[CH:19][CH:18]=2)=[C:7]([C:23]#[N:24])[N:6]=1, predict the reactants needed to synthesize it. The reactants are: C([NH:4][C:5]1[C:14]2[C:9](=[CH:10][C:11]([O:15][CH3:16])=[CH:12][CH:13]=2)[C:8]([C:17]2[CH:22]=[CH:21][CH:20]=[CH:19][CH:18]=2)=[C:7]([C:23]#[N:24])[N:6]=1)C=C.[CH3:25][C:26]([CH3:28])=[O:27].C[N+]1([O-])CC[O:33]CC1.[O-]S([O-])=O.[Na+].[Na+]. (3) Given the product [C:1]([C:3]1[CH:4]=[N:5][N:6]2[C:11](=[O:12])[C:10]([CH2:13][CH3:14])=[C:9]([C:15]([NH:23][CH3:22])=[O:17])[N:8]([CH3:18])[C:7]=12)#[N:2], predict the reactants needed to synthesize it. The reactants are: [C:1]([C:3]1[CH:4]=[N:5][N:6]2[C:11](=[O:12])[C:10]([CH2:13][CH3:14])=[C:9]([C:15]([OH:17])=O)[N:8]([CH3:18])[C:7]=12)#[N:2].Cl.CN.[CH3:22][N:23](C(ON1N=NC2C=CC=NC1=2)=[N+](C)C)C.F[P-](F)(F)(F)(F)F.CCN(C(C)C)C(C)C. (4) Given the product [CH3:12][O:13][C:14]1[CH:15]=[C:16]([CH:18]=[CH:19][CH:20]=1)[N:17]=[CH:10][C:2]1[CH:3]=[C:4]2[CH:9]=[CH:8][CH:7]=[CH:6][N:5]2[N:1]=1, predict the reactants needed to synthesize it. The reactants are: [N:1]1[N:5]2[CH:6]=[CH:7][CH:8]=[CH:9][C:4]2=[CH:3][C:2]=1[CH:10]=O.[CH3:12][O:13][C:14]1[CH:15]=[C:16]([CH:18]=[CH:19][CH:20]=1)[NH2:17].